From a dataset of Reaction yield outcomes from USPTO patents with 853,638 reactions. Predict the reaction yield, written as a fraction of the theoretical maximum amount of product (1.0 means a 100% yield; for example, 0.34 means a 34% yield). (1) The reactants are C([O:3][C:4](=[O:19])[CH:5]([O:16][CH2:17][CH3:18])[CH2:6][C:7]1[CH:8]=[C:9]2[C:13](=[CH:14][CH:15]=1)[NH:12][CH:11]=[CH:10]2)C.Cl[CH2:21][C:22]1[N:23]=[C:24]([C:28]2[CH:33]=[C:32]([O:34][CH3:35])[C:31]([O:36][CH3:37])=[C:30]([O:38][CH3:39])[CH:29]=2)[O:25][C:26]=1[CH3:27]. No catalyst specified. The product is [CH2:17]([O:16][CH:5]([CH2:6][C:7]1[CH:8]=[C:9]2[C:13](=[CH:14][CH:15]=1)[N:12]([CH2:21][C:22]1[N:23]=[C:24]([C:28]3[CH:29]=[C:30]([O:38][CH3:39])[C:31]([O:36][CH3:37])=[C:32]([O:34][CH3:35])[CH:33]=3)[O:25][C:26]=1[CH3:27])[CH:11]=[CH:10]2)[C:4]([OH:3])=[O:19])[CH3:18]. The yield is 0.0300. (2) The reactants are [CH2:1]([O:3][C:4]([C:6]1[CH:7]=[N:8][N:9]([C:11]2[N:15]([CH2:16][O:17][CH2:18][CH2:19][O:20][CH3:21])[C:14]3[CH:22]=[C:23]([S:30][CH3:31])[C:24]([C:26]([F:29])([F:28])[F:27])=[CH:25][C:13]=3[N:12]=2)[CH:10]=1)=[O:5])[CH3:2].CO.[OH:34]OS([O-])=O.[K+].S([O-])(O[O-])(=O)=O.[K+].[K+]. The catalyst is O.CCOC(C)=O. The product is [CH2:1]([O:3][C:4]([C:6]1[CH:7]=[N:8][N:9]([C:11]2[N:15]([CH2:16][O:17][CH2:18][CH2:19][O:20][CH3:21])[C:14]3[CH:22]=[C:23]([S:30]([CH3:31])=[O:34])[C:24]([C:26]([F:29])([F:27])[F:28])=[CH:25][C:13]=3[N:12]=2)[CH:10]=1)=[O:5])[CH3:2]. The yield is 0.800. (3) The reactants are [CH3:1][NH:2][CH2:3][CH:4]([OH:12])[CH2:5][C:6]1[CH:11]=[CH:10][CH:9]=[CH:8][CH:7]=1.[CH3:25][C:24]([O:23][C:21](O[C:21]([O:23][C:24]([CH3:27])([CH3:26])[CH3:25])=[O:22])=[O:22])([CH3:27])[CH3:26]. The catalyst is C1COCC1. The product is [OH:12][CH:4]([CH2:5][C:6]1[CH:11]=[CH:10][CH:9]=[CH:8][CH:7]=1)[CH2:3][N:2]([CH3:1])[C:21](=[O:22])[O:23][C:24]([CH3:25])([CH3:26])[CH3:27]. The yield is 0.560. (4) The yield is 0.100. The product is [CH3:1][O:2][C:3]1[CH:12]=[C:11]2[C:6]([N:7]=[C:8]([CH3:14])[C:9](=[O:13])[N:10]2[CH2:22][CH2:23][N:24]2[CH2:29][CH2:28][CH:27]([NH:30][C:31](=[O:32])[O:33][C:34]([CH3:37])([CH3:36])[CH3:35])[CH2:26][CH2:25]2)=[CH:5][CH:4]=1. The catalyst is CC(C)=O.C(OCC)(=O)C. The reactants are [CH3:1][O:2][C:3]1[CH:12]=[C:11]2[C:6]([N:7]=[C:8]([CH3:14])[C:9](=[O:13])[NH:10]2)=[CH:5][CH:4]=1.[H-].[Na+].CS(O[CH2:22][CH2:23][N:24]1[CH2:29][CH2:28][CH:27]([NH:30][C:31]([O:33][C:34]([CH3:37])([CH3:36])[CH3:35])=[O:32])[CH2:26][CH2:25]1)(=O)=O.COC1C=C2C(C=CC(=O)N2CCN2CCC(NC(=O)OC(C)(C)C)CC2)=CC=1. (5) The reactants are [CH2:1]([O:3][CH:4]=[CH2:5])[CH3:2].[F:6][C:7]([F:18])([F:17])[C:8](O[C:8](=[O:9])[C:7]([F:18])([F:17])[F:6])=[O:9].C([O-])(O)=O.[Na+]. The catalyst is CN(C)C1C=CN=CC=1.C(Cl)Cl. The product is [CH2:4]([O:3][CH:1]=[CH:2][C:8](=[O:9])[C:7]([F:18])([F:17])[F:6])[CH3:5]. The yield is 0.870. (6) The reactants are [CH2:1]([OH:13])[CH2:2][CH2:3][CH2:4][CH2:5][CH2:6][CH2:7][CH2:8][CH2:9][CH2:10][CH2:11][CH3:12].C(N(CC)CC)C.[Br:21][CH:22]([CH3:26])[C:23](Br)=[O:24]. The catalyst is C1(C)C=CC=CC=1. The product is [Br:21][CH:22]([CH3:26])[C:23]([O:13][CH2:1][CH2:2][CH2:3][CH2:4][CH2:5][CH2:6][CH2:7][CH2:8][CH2:9][CH2:10][CH2:11][CH3:12])=[O:24]. The yield is 0.940. (7) The catalyst is CN(C)C1C=CN=CC=1.CN(C=O)C.CCOC(C)=O. The reactants are [Cl:1][C:2]1[CH:3]=[C:4]2[C:9](=[CH:10][C:11]=1[O:12][C:13]1[CH:21]=[CH:20][C:16]([C:17]([OH:19])=O)=[CH:15][CH:14]=1)[O:8][CH2:7][CH2:6][CH:5]2[C:22]([O:24][CH2:25][CH3:26])=[O:23].[C:27]1([CH:33]2[CH2:38][CH2:37][CH2:36][CH:35]([NH2:39])[CH2:34]2)[CH:32]=[CH:31][CH:30]=[CH:29][CH:28]=1.Cl.C(N=C=NCCCN(C)C)C. The product is [Cl:1][C:2]1[CH:3]=[C:4]2[C:9](=[CH:10][C:11]=1[O:12][C:13]1[CH:14]=[CH:15][C:16]([C:17](=[O:19])[NH:39][CH:35]3[CH2:36][CH2:37][CH2:38][CH:33]([C:27]4[CH:32]=[CH:31][CH:30]=[CH:29][CH:28]=4)[CH2:34]3)=[CH:20][CH:21]=1)[O:8][CH2:7][CH2:6][CH:5]2[C:22]([O:24][CH2:25][CH3:26])=[O:23]. The yield is 0.487. (8) The reactants are Br[C:2]1[CH:3]=[C:4]2[C:9](=[N:10][CH:11]=1)[NH:8][C:7](=[O:12])[CH2:6][CH2:5]2.[CH3:13][N:14]([CH3:33])[CH2:15][CH2:16][N:17]1[C:25]2[C:20](=[CH:21][CH:22]=[CH:23][CH:24]=2)[C:19]([CH2:26][N:27]([CH3:32])[C:28](=[O:31])[CH:29]=[CH2:30])=[CH:18]1.C1(C)C=CC=CC=1P(C1C=CC=CC=1C)C1C=CC=CC=1C.C(N(C(C)C)CC)(C)C. The catalyst is C(#N)CC.CC([O-])=O.CC([O-])=O.[Pd+2]. The product is [CH3:33][N:14]([CH3:13])[CH2:15][CH2:16][N:17]1[C:25]2[C:20](=[CH:21][CH:22]=[CH:23][CH:24]=2)[C:19]([CH2:26][N:27]([CH3:32])[C:28](=[O:31])/[CH:29]=[CH:30]/[C:2]2[CH:11]=[N:10][C:9]3[NH:8][C:7](=[O:12])[CH2:6][CH2:5][C:4]=3[CH:3]=2)=[CH:18]1. The yield is 0.130. (9) The reactants are N[C:2]1[S:3][C:4]2[CH:10]=[C:9]([C:11]([OH:16])([CH2:14][CH3:15])[CH2:12][CH3:13])[CH:8]=[CH:7][C:5]=2[N:6]=1.N(OCCC(C)C)=O.CCOC(C)=O. The catalyst is CN(C=O)C. The product is [S:3]1[C:4]2[CH:10]=[C:9]([C:11]([OH:16])([CH2:14][CH3:15])[CH2:12][CH3:13])[CH:8]=[CH:7][C:5]=2[N:6]=[CH:2]1. The yield is 0.540. (10) The reactants are C([O:8][C:9]1[CH:14]=[C:13]([O:15]CC2C=CC=CC=2)[C:12]([CH:23]([CH3:25])[CH3:24])=[CH:11][C:10]=1[C:26]1[N:27]([N:32]2[CH2:37][CH2:36][CH2:35][CH2:34][CH2:33]2)[C:28](=S)[NH:29][N:30]=1)C1C=CC=CC=1.C(Cl)Cl.B(Cl)(Cl)Cl.C(=O)([O-])[OH:46].[Na+]. The catalyst is CO. The product is [OH:8][C:9]1[CH:14]=[C:13]([OH:15])[C:12]([CH:23]([CH3:25])[CH3:24])=[CH:11][C:10]=1[C:26]1[N:27]([N:32]2[CH2:33][CH2:34][CH2:35][CH2:36][CH2:37]2)[C:28](=[O:46])[NH:29][N:30]=1. The yield is 0.166.